From a dataset of NCI-60 drug combinations with 297,098 pairs across 59 cell lines. Regression. Given two drug SMILES strings and cell line genomic features, predict the synergy score measuring deviation from expected non-interaction effect. (1) Drug 1: CN1C(=O)N2C=NC(=C2N=N1)C(=O)N. Drug 2: CS(=O)(=O)CCNCC1=CC=C(O1)C2=CC3=C(C=C2)N=CN=C3NC4=CC(=C(C=C4)OCC5=CC(=CC=C5)F)Cl. Cell line: NCIH23. Synergy scores: CSS=39.7, Synergy_ZIP=1.04, Synergy_Bliss=0.526, Synergy_Loewe=-2.25, Synergy_HSA=2.04. (2) Cell line: HCC-2998. Synergy scores: CSS=37.2, Synergy_ZIP=-7.18, Synergy_Bliss=-5.96, Synergy_Loewe=-3.44, Synergy_HSA=-1.28. Drug 2: COC1=CC(=CC(=C1O)OC)C2C3C(COC3=O)C(C4=CC5=C(C=C24)OCO5)OC6C(C(C7C(O6)COC(O7)C8=CC=CS8)O)O. Drug 1: C1=CC(=C2C(=C1NCCNCCO)C(=O)C3=C(C=CC(=C3C2=O)O)O)NCCNCCO. (3) Drug 1: CCN(CC)CCCC(C)NC1=C2C=C(C=CC2=NC3=C1C=CC(=C3)Cl)OC. Drug 2: B(C(CC(C)C)NC(=O)C(CC1=CC=CC=C1)NC(=O)C2=NC=CN=C2)(O)O. Cell line: OVCAR-5. Synergy scores: CSS=63.2, Synergy_ZIP=0.467, Synergy_Bliss=4.96, Synergy_Loewe=-14.1, Synergy_HSA=3.63. (4) Drug 1: CC1=C(C=C(C=C1)C(=O)NC2=CC(=CC(=C2)C(F)(F)F)N3C=C(N=C3)C)NC4=NC=CC(=N4)C5=CN=CC=C5. Drug 2: CCCCCOC(=O)NC1=NC(=O)N(C=C1F)C2C(C(C(O2)C)O)O. Cell line: UO-31. Synergy scores: CSS=-4.19, Synergy_ZIP=1.44, Synergy_Bliss=-0.470, Synergy_Loewe=-6.19, Synergy_HSA=-5.86. (5) Drug 1: C1=C(C(=O)NC(=O)N1)F. Drug 2: C(CCl)NC(=O)N(CCCl)N=O. Synergy scores: CSS=25.7, Synergy_ZIP=6.58, Synergy_Bliss=-0.171, Synergy_Loewe=-2.11, Synergy_HSA=2.27. Cell line: MOLT-4. (6) Drug 1: C1CCC(C1)C(CC#N)N2C=C(C=N2)C3=C4C=CNC4=NC=N3. Drug 2: CN(CCCl)CCCl.Cl. Cell line: OVCAR3. Synergy scores: CSS=3.35, Synergy_ZIP=-0.884, Synergy_Bliss=-1.56, Synergy_Loewe=-15.4, Synergy_HSA=-6.03. (7) Drug 1: CC1C(C(CC(O1)OC2CC(CC3=C2C(=C4C(=C3O)C(=O)C5=C(C4=O)C(=CC=C5)OC)O)(C(=O)C)O)N)O.Cl. Drug 2: C1=CC=C(C=C1)NC(=O)CCCCCCC(=O)NO. Cell line: SNB-19. Synergy scores: CSS=24.7, Synergy_ZIP=-7.59, Synergy_Bliss=-2.32, Synergy_Loewe=-7.24, Synergy_HSA=-2.78. (8) Drug 1: COC1=C(C=C2C(=C1)N=CN=C2NC3=CC(=C(C=C3)F)Cl)OCCCN4CCOCC4. Drug 2: CCC1(CC2CC(C3=C(CCN(C2)C1)C4=CC=CC=C4N3)(C5=C(C=C6C(=C5)C78CCN9C7C(C=CC9)(C(C(C8N6C=O)(C(=O)OC)O)OC(=O)C)CC)OC)C(=O)OC)O.OS(=O)(=O)O. Cell line: NCI-H226. Synergy scores: CSS=34.0, Synergy_ZIP=0.988, Synergy_Bliss=9.07, Synergy_Loewe=8.36, Synergy_HSA=8.45. (9) Drug 1: C1=CC(=C2C(=C1NCCNCCO)C(=O)C3=C(C=CC(=C3C2=O)O)O)NCCNCCO. Drug 2: C1=CC(=CC=C1C#N)C(C2=CC=C(C=C2)C#N)N3C=NC=N3. Cell line: SK-MEL-5. Synergy scores: CSS=12.5, Synergy_ZIP=-9.53, Synergy_Bliss=-2.78, Synergy_Loewe=-29.7, Synergy_HSA=-5.26. (10) Drug 1: CC1=C2C(C(=O)C3(C(CC4C(C3C(C(C2(C)C)(CC1OC(=O)C(C(C5=CC=CC=C5)NC(=O)OC(C)(C)C)O)O)OC(=O)C6=CC=CC=C6)(CO4)OC(=O)C)O)C)O. Drug 2: CS(=O)(=O)CCNCC1=CC=C(O1)C2=CC3=C(C=C2)N=CN=C3NC4=CC(=C(C=C4)OCC5=CC(=CC=C5)F)Cl. Cell line: SF-268. Synergy scores: CSS=23.2, Synergy_ZIP=13.6, Synergy_Bliss=21.0, Synergy_Loewe=13.3, Synergy_HSA=15.7.